Dataset: Reaction yield outcomes from USPTO patents with 853,638 reactions. Task: Predict the reaction yield, written as a fraction of the theoretical maximum amount of product (1.0 means a 100% yield; for example, 0.34 means a 34% yield). (1) The reactants are [NH2:1][C:2]1[CH:3]=[C:4]([CH:7]=[CH:8][CH:9]=1)[C:5]#[N:6].C(N(CC)CC)C.FC(F)(F)S(O[Si:23]([CH3:26])([CH3:25])[CH3:24])(=O)=O. The catalyst is C1(C)C=CC=CC=1. The product is [CH3:24][Si:23]([N:1]([Si:23]([CH3:26])([CH3:25])[CH3:24])[C:2]1[CH:3]=[C:4]([CH:7]=[CH:8][CH:9]=1)[C:5]#[N:6])([CH3:26])[CH3:25]. The yield is 0.970. (2) The reactants are [CH3:1][S:2]([N:5]1[CH2:10][CH2:9][N:8]([C:11]2[N:16]=[CH:15][C:14]([O:17][CH2:18][C:19]([F:22])([F:21])[F:20])=[CH:13][N:12]=2)[CH2:7][CH2:6]1)(=[O:4])=[O:3].[Li+].C[Si]([N-][Si](C)(C)C)(C)C.P(Cl)(OCC)(OCC)=O.[N:42]1[CH:47]=[CH:46][CH:45]=[N:44][C:43]=1[CH2:48][CH2:49][CH2:50][CH:51]=O. The catalyst is C1COCC1. The product is [N:42]1[CH:47]=[CH:46][CH:45]=[N:44][C:43]=1[CH2:48][CH2:49][CH2:50]/[CH:51]=[CH:1]/[S:2]([N:5]1[CH2:6][CH2:7][N:8]([C:11]2[N:12]=[CH:13][C:14]([O:17][CH2:18][C:19]([F:22])([F:20])[F:21])=[CH:15][N:16]=2)[CH2:9][CH2:10]1)(=[O:4])=[O:3]. The yield is 0.960. (3) The catalyst is C1COCC1.CO. The yield is 0.0600. The product is [NH2:1][C:2]1[C:3]2[N:4]([C:13]([C@@H:35]3[CH2:40][CH2:39][CH2:38][N:37]([C:41]([C:43]4([CH3:47])[CH2:44][O:45][CH2:46]4)=[O:42])[CH2:36]3)=[N:14][C:15]=2[C:16]2[CH:21]=[CH:20][C:19]([C:22](=[O:34])[NH:23][C:24]3[CH:29]=[C:28]([C:30]([F:32])([F:31])[F:33])[CH:27]=[CH:26][N:25]=3)=[CH:18][CH:17]=2)[C:5]([C:8]([OH:10])=[O:9])=[CH:6][N:7]=1. The reactants are [NH2:1][C:2]1[C:3]2[N:4]([C:13]([C@@H:35]3[CH2:40][CH2:39][CH2:38][N:37]([C:41]([C:43]4([CH3:47])[CH2:46][O:45][CH2:44]4)=[O:42])[CH2:36]3)=[N:14][C:15]=2[C:16]2[CH:21]=[CH:20][C:19]([C:22](=[O:34])[NH:23][C:24]3[CH:29]=[C:28]([C:30]([F:33])([F:32])[F:31])[CH:27]=[CH:26][N:25]=3)=[CH:18][CH:17]=2)[C:5]([C:8]([O:10]CC)=[O:9])=[CH:6][N:7]=1.[Li+].[OH-].